Dataset: NCI-60 drug combinations with 297,098 pairs across 59 cell lines. Task: Regression. Given two drug SMILES strings and cell line genomic features, predict the synergy score measuring deviation from expected non-interaction effect. Drug 1: CC1=C(C=C(C=C1)NC2=NC=CC(=N2)N(C)C3=CC4=NN(C(=C4C=C3)C)C)S(=O)(=O)N.Cl. Drug 2: C1CC(=O)NC(=O)C1N2CC3=C(C2=O)C=CC=C3N. Cell line: RXF 393. Synergy scores: CSS=7.46, Synergy_ZIP=1.32, Synergy_Bliss=4.85, Synergy_Loewe=6.75, Synergy_HSA=6.82.